Task: Predict the reactants needed to synthesize the given product.. Dataset: Full USPTO retrosynthesis dataset with 1.9M reactions from patents (1976-2016) (1) Given the product [O:52]=[C:43]1[N:42]([CH:39]2[CH2:40][CH2:41][N:36]([C:1]([NH:7][C@@H:8]3[N:14]=[C:13]([C:15]4[CH:20]=[CH:19][CH:18]=[CH:17][CH:16]=4)[C:12]4[CH:21]=[CH:22][CH:23]=[CH:24][C:11]=4[N:10]([CH2:25][CH3:26])[C:9]3=[O:27])=[O:6])[CH2:37][CH2:38]2)[CH2:51][C:50]2[C:45](=[CH:46][CH:47]=[CH:48][CH:49]=2)[NH:44]1, predict the reactants needed to synthesize it. The reactants are: [C:1]([OH:6])(=O)C(O)=O.[NH2:7][C@@H:8]1[N:14]=[C:13]([C:15]2[CH:20]=[CH:19][CH:18]=[CH:17][CH:16]=2)[C:12]2[CH:21]=[CH:22][CH:23]=[CH:24][C:11]=2[N:10]([CH2:25][CH3:26])[C:9]1=[O:27].C(N(CC)CC)C.Cl.[NH:36]1[CH2:41][CH2:40][CH:39]([N:42]2[CH2:51][C:50]3[C:45](=[CH:46][CH:47]=[CH:48][CH:49]=3)[NH:44][C:43]2=[O:52])[CH2:38][CH2:37]1. (2) Given the product [CH2:7]([O:9][CH:10]([O:13][CH2:14][CH3:15])[CH2:11][N:5]1[CH:6]=[C:2]([I:1])[N:3]=[CH:4]1)[CH3:8], predict the reactants needed to synthesize it. The reactants are: [I:1][C:2]1[N:3]=[CH:4][NH:5][CH:6]=1.[CH2:7]([O:9][CH:10]([O:13][CH2:14][CH3:15])[CH2:11]Br)[CH3:8].C([O-])([O-])=O.[K+].[K+].